Dataset: Forward reaction prediction with 1.9M reactions from USPTO patents (1976-2016). Task: Predict the product of the given reaction. (1) Given the reactants [CH3:1][N:2]1[CH:6]=[C:5]([C:7]2[N:12]=[C:11]3[N:13]([CH2:16][CH:17]4[CH2:22][CH2:21][CH2:20][N:19](C([O-])=O)[CH2:18]4)[N:14]=[N:15][C:10]3=[N:9][CH:8]=2)[CH:4]=[N:3]1.C(O)(C(F)(F)F)=O, predict the reaction product. The product is: [CH3:1][N:2]1[CH:6]=[C:5]([C:7]2[N:12]=[C:11]3[N:13]([CH2:16][CH:17]4[CH2:22][CH2:21][CH2:20][NH:19][CH2:18]4)[N:14]=[N:15][C:10]3=[N:9][CH:8]=2)[CH:4]=[N:3]1. (2) Given the reactants CC1(C)C(C)(C)OB([C:9]2[CH:14]=[CH:13][C:12]([OH:15])=[CH:11][CH:10]=2)O1.Br[C:18]1[CH:19]=[C:20]([CH2:24][C:25]([O:27][CH3:28])=[O:26])[CH:21]=[CH:22][CH:23]=1.C(=O)([O-])[O-].[K+].[K+], predict the reaction product. The product is: [OH:15][C:12]1[CH:11]=[CH:10][C:9]([C:22]2[CH:23]=[CH:18][CH:19]=[C:20]([CH2:24][C:25]([O:27][CH3:28])=[O:26])[CH:21]=2)=[CH:14][CH:13]=1. (3) Given the reactants [F:1][C:2]1[CH:3]=[C:4]([C:9]2(O)[CH2:14][CH2:13][O:12][CH2:11][CH2:10]2)[CH:5]=[C:6]([F:8])[CH:7]=1.C1CCN2C(=NCCC2)CC1, predict the reaction product. The product is: [F:1][C:2]1[CH:3]=[C:4]([C:9]2[CH2:14][CH2:13][O:12][CH2:11][CH:10]=2)[CH:5]=[C:6]([F:8])[CH:7]=1.